This data is from Catalyst prediction with 721,799 reactions and 888 catalyst types from USPTO. The task is: Predict which catalyst facilitates the given reaction. (1) Reactant: C[O:2][C:3](=[O:36])[CH2:4][CH2:5][NH:6][C:7]([C:9]1[S:10][C:11]([CH:14]([O:17][C:18]2[CH:23]=[C:22]([CH3:24])[C:21]([C:25]3[CH:30]=[CH:29][C:28]([C:31]([F:34])([F:33])[F:32])=[CH:27][CH:26]=3)=[C:20]([CH3:35])[CH:19]=2)[CH2:15][CH3:16])=[CH:12][CH:13]=1)=[O:8].[OH-].[Na+].Cl. Product: [CH3:24][C:22]1[CH:23]=[C:18]([O:17][CH:14]([C:11]2[S:10][C:9]([C:7]([NH:6][CH2:5][CH2:4][C:3]([OH:36])=[O:2])=[O:8])=[CH:13][CH:12]=2)[CH2:15][CH3:16])[CH:19]=[C:20]([CH3:35])[C:21]=1[C:25]1[CH:30]=[CH:29][C:28]([C:31]([F:32])([F:33])[F:34])=[CH:27][CH:26]=1. The catalyst class is: 5. (2) The catalyst class is: 2. Reactant: [OH:1][CH2:2][CH2:3][CH2:4]/[CH:5]=[CH:6]/[C:7]([NH:9][C:10]1[CH:15]=[CH:14][CH:13]=[CH:12][C:11]=1[NH:16][C:17](=[O:23])[O:18][C:19]([CH3:22])([CH3:21])[CH3:20])=[O:8].C(N(CC)CC)C.[CH3:31][S:32](Cl)(=[O:34])=[O:33].O. Product: [CH3:31][S:32]([O:1][CH2:2][CH2:3]/[CH:4]=[CH:5]/[CH2:6][C:7]([NH:9][C:10]1[CH:15]=[CH:14][CH:13]=[CH:12][C:11]=1[NH:16][C:17]([O:18][C:19]([CH3:20])([CH3:22])[CH3:21])=[O:23])=[O:8])(=[O:34])=[O:33]. (3) Reactant: [NH2:1][C:2]1[N:3]=[C:4]([N:20]2[CH2:25][CH2:24][NH:23][CH2:22][CH2:21]2)[C:5]2[N:10]=[C:9]([CH2:11][CH2:12][C:13]3[CH:18]=[CH:17][C:16]([F:19])=[CH:15][CH:14]=3)[O:8][C:6]=2[N:7]=1.[CH3:26][C:27]1[CH:28]=[C:29]([N:33]=[C:34]=[O:35])[CH:30]=[CH:31][CH:32]=1. The catalyst class is: 4. Product: [NH2:1][C:2]1[N:3]=[C:4]([N:20]2[CH2:25][CH2:24][N:23]([C:34](=[O:35])[NH:33][C:29]3[CH:28]=[C:27]([CH3:26])[CH:32]=[CH:31][CH:30]=3)[CH2:22][CH2:21]2)[C:5]2[N:10]=[C:9]([CH2:11][CH2:12][C:13]3[CH:18]=[CH:17][C:16]([F:19])=[CH:15][CH:14]=3)[O:8][C:6]=2[N:7]=1. (4) Reactant: [Na+].[Cl:2][C:3]1[CH:4]=[C:5]([C:12]([OH:14])=[O:13])[C:6](=[CH:10][CH:11]=1)[C:7]([O-:9])=O. Product: [Cl:2][C:3]1[CH:4]=[C:5]2[C:12](=[O:13])[O:14][C:7](=[O:9])[C:6]2=[CH:10][CH:11]=1. The catalyst class is: 309. (5) Reactant: O.C([O:5][CH2:6][C@:7]1([CH3:19])[O:12][C:11]2=[N:13][C:14]([N+:16]([O-:18])=[O:17])=[CH:15][N:10]2[CH2:9][CH2:8]1)(=O)C.C([O-])([O-])=O.[K+].[K+].Cl. Product: [CH3:19][C@@:7]1([CH2:6][OH:5])[O:12][C:11]2=[N:13][C:14]([N+:16]([O-:18])=[O:17])=[CH:15][N:10]2[CH2:9][CH2:8]1. The catalyst class is: 5. (6) Reactant: [NH2:1][C@@H:2]1[C:8](=[O:9])[NH:7][C:6]2[CH:10]=[CH:11][CH:12]=[CH:13][C:5]=2[C:4]2[CH:14]=[CH:15][CH:16]=[CH:17][C:3]1=2.[CH3:18][O:19][C:20](=[O:30])[C:21]([OH:29])([CH2:25][CH:26]([CH3:28])[CH3:27])[C:22](O)=[O:23].O.ON1C2C=CC=CC=2N=N1.C(N(C(C)C)CC)(C)C.Cl.CN(C)CCCN=C=NCC. Product: [CH3:18][O:19][C:20](=[O:30])[C:21]([OH:29])([C:22](=[O:23])[NH:1][C@@H:2]1[C:8](=[O:9])[NH:7][C:6]2[CH:10]=[CH:11][CH:12]=[CH:13][C:5]=2[C:4]2[CH:14]=[CH:15][CH:16]=[CH:17][C:3]1=2)[CH2:25][CH:26]([CH3:28])[CH3:27]. The catalyst class is: 7. (7) The catalyst class is: 96. Product: [CH:1]([O:4][C:5]1[CH:6]=[CH:7][C:8]([C:9]([CH3:17])([CH3:16])[C@@H:10]([C:13]([NH:78][C@H:77]([C:76]([N:75]([C@@H:71]([CH:72]([CH3:73])[CH3:74])/[CH:70]=[C:64](\[CH3:63])/[C:65]([O:67][CH2:68][CH3:69])=[O:66])[CH3:84])=[O:83])[C:79]([CH3:81])([CH3:82])[CH3:80])=[O:15])[NH:11][CH3:12])=[CH:18][CH:19]=1)([CH3:2])[CH3:3].[CH:1]([O:4][C:5]1[CH:19]=[CH:18][C:8]([C:9]([CH3:17])([CH3:16])[C@H:10]([C:13]([NH:78][C@H:77]([C:76]([N:75]([C@@H:71]([CH:72]([CH3:74])[CH3:73])/[CH:70]=[C:64](\[CH3:63])/[C:65]([O:67][CH2:68][CH3:69])=[O:66])[CH3:84])=[O:83])[C:79]([CH3:81])([CH3:80])[CH3:82])=[O:14])[NH:11][CH3:12])=[CH:7][CH:6]=1)([CH3:3])[CH3:2]. Reactant: [CH:1]([O:4][C:5]1[CH:19]=[CH:18][C:8]([C:9]([CH3:17])([CH3:16])[C@@H:10]([C:13]([OH:15])=[O:14])[NH:11][CH3:12])=[CH:7][CH:6]=1)([CH3:3])[CH3:2].F[P-](F)(F)(F)(F)F.N1(O[P+](N2CCCC2)(N2CCCC2)N2CCCC2)C2C=CC=CC=2N=N1.C(N(C(C)C)CC)(C)C.Cl.[CH3:63]/[C:64](=[CH:70]\[C@@H:71]([N:75]([CH3:84])[C:76](=[O:83])[C@H:77]([C:79]([CH3:82])([CH3:81])[CH3:80])[NH2:78])[CH:72]([CH3:74])[CH3:73])/[C:65]([O:67][CH2:68][CH3:69])=[O:66].